From a dataset of Reaction yield outcomes from USPTO patents with 853,638 reactions. Predict the reaction yield, written as a fraction of the theoretical maximum amount of product (1.0 means a 100% yield; for example, 0.34 means a 34% yield). (1) The reactants are [F:1][C:2]1[CH:3]=[C:4]([CH2:9][C@@H:10]([C:28]2[C:33]([C:34]3[CH:35]=[CH:36][C:37]([F:43])=[C:38]([CH:42]=3)[C:39]([NH2:41])=[O:40])=[CH:32][CH:31]=[CH:30][N:29]=2)[NH:11][C:12](=[O:27])[CH2:13][N:14]2[C:18]3[CH2:19][CH2:20][C:21](=[O:22])[C:17]=3[C:16]([C:23]([F:26])([F:25])[F:24])=[N:15]2)[CH:5]=[C:6]([F:8])[CH:7]=1.C(Cl)Cl.[BH4-].[Na+]. The catalyst is CC(O)C. The product is [F:8][C:6]1[CH:5]=[C:4]([CH2:9][C@@H:10]([C:28]2[C:33]([C:34]3[CH:35]=[CH:36][C:37]([F:43])=[C:38]([CH:42]=3)[C:39]([NH2:41])=[O:40])=[CH:32][CH:31]=[CH:30][N:29]=2)[NH:11][C:12](=[O:27])[CH2:13][N:14]2[C:18]3[CH2:19][CH2:20][CH:21]([OH:22])[C:17]=3[C:16]([C:23]([F:24])([F:25])[F:26])=[N:15]2)[CH:3]=[C:2]([F:1])[CH:7]=1. The yield is 0.650. (2) The reactants are [CH3:1][N:2]1[C:6](=[O:7])[CH2:5][NH:4][C:3]1=[O:8].[CH:9](=O)[C:10]1[CH:15]=[CH:14][CH:13]=[CH:12][CH:11]=1.N1CCCCC1.C(O)(=O)C. The catalyst is C(O)CCC. The product is [CH:9](=[C:5]1[NH:4][C:3](=[O:8])[N:2]([CH3:1])[C:6]1=[O:7])[C:10]1[CH:15]=[CH:14][CH:13]=[CH:12][CH:11]=1. The yield is 0.746. (3) The reactants are [F:1][C:2]1[CH:7]=[CH:6][CH:5]=[CH:4][C:3]=1[N:8]1[CH2:13][CH2:12][NH:11][CH2:10][CH2:9]1.[F:14][C:15]([F:31])([F:30])[C:16]1[O:20][N:19]=[C:18]([C:21]2[CH:22]=[C:23]([CH:27]=[CH:28][CH:29]=2)[C:24](O)=[O:25])[N:17]=1. No catalyst specified. The product is [F:1][C:2]1[CH:7]=[CH:6][CH:5]=[CH:4][C:3]=1[N:8]1[CH2:13][CH2:12][N:11]([C:24]([C:23]2[CH:27]=[CH:28][CH:29]=[C:21]([C:18]3[N:17]=[C:16]([C:15]([F:30])([F:14])[F:31])[O:20][N:19]=3)[CH:22]=2)=[O:25])[CH2:10][CH2:9]1. The yield is 0.280. (4) The reactants are O1CCCC1.[CH3:6][C:7]1[CH:23]=[CH:22][C:10]([CH2:11][C:12]2[S:16][C:15]([CH2:17][C:18](Cl)=[N:19][OH:20])=[CH:14][CH:13]=2)=[CH:9][CH:8]=1.[C:24]([C:26]1[C:27]([NH2:33])=[N:28][C:29]([NH2:32])=[CH:30][CH:31]=1)#[CH:25].C(N(CC)CC)C. The catalyst is O. The product is [CH3:6][C:7]1[CH:23]=[CH:22][C:10]([CH2:11][C:12]2[S:16][C:15]([CH2:17][C:18]3[CH:25]=[C:24]([C:26]4[C:27]([NH2:33])=[N:28][C:29]([NH2:32])=[CH:30][CH:31]=4)[O:20][N:19]=3)=[CH:14][CH:13]=2)=[CH:9][CH:8]=1. The yield is 0.352. (5) The reactants are Cl.[F:2][C:3]1[CH:8]=[CH:7][C:6](/[CH:9]=[CH:10]/[C:11]2[CH:16]=[CH:15][C:14]([S:17]([C:20]3[CH:21]=[C:22]([NH2:26])[CH:23]=[CH:24][CH:25]=3)(=[O:19])=[O:18])=[CH:13][CH:12]=2)=[CH:5][CH:4]=1.C(N(CC)CC)C.[CH2:34]([N:36]=[C:37]=[O:38])[CH3:35]. The catalyst is O1CCCC1. The product is [CH2:34]([NH:36][C:37]([NH:26][C:22]1[CH:23]=[CH:24][CH:25]=[C:20]([S:17]([C:14]2[CH:13]=[CH:12][C:11](/[CH:10]=[CH:9]/[C:6]3[CH:5]=[CH:4][C:3]([F:2])=[CH:8][CH:7]=3)=[CH:16][CH:15]=2)(=[O:19])=[O:18])[CH:21]=1)=[O:38])[CH3:35]. The yield is 0.240.